From a dataset of Catalyst prediction with 721,799 reactions and 888 catalyst types from USPTO. Predict which catalyst facilitates the given reaction. (1) The catalyst class is: 8. Reactant: CN(C)[CH:3]=[C:4]([C:13]1[CH:18]=[CH:17][N:16]=[C:15]([CH3:19])[CH:14]=1)[C:5]([C:7]1[CH:11]=[CH:10][O:9][C:8]=1[CH3:12])=O.Cl.[CH3:22][CH:23]1[O:28][CH:27]([CH3:29])[CH2:26][N:25]([C:30](=[NH:32])[NH2:31])[CH2:24]1.CC(C)([O-])C.[K+]. Product: [CH3:29][C@H:27]1[O:28][C@@H:23]([CH3:22])[CH2:24][N:25]([C:30]2[N:31]=[C:5]([C:7]3[CH:11]=[CH:10][O:9][C:8]=3[CH3:12])[C:4]([C:13]3[CH:18]=[CH:17][N:16]=[C:15]([CH3:19])[CH:14]=3)=[CH:3][N:32]=2)[CH2:26]1. (2) Reactant: [CH2:1]([CH:8]1[CH2:13][CH2:12][C:11](=O)[CH2:10][CH2:9]1)[C:2]1[CH:7]=[CH:6][CH:5]=[CH:4][CH:3]=1.C([O-])(=O)C.[NH4+].C([BH3-])#[N:21].[Na+]. Product: [CH2:1]([CH:8]1[CH2:13][CH2:12][CH:11]([NH2:21])[CH2:10][CH2:9]1)[C:2]1[CH:7]=[CH:6][CH:5]=[CH:4][CH:3]=1. The catalyst class is: 5.